This data is from NCI-60 drug combinations with 297,098 pairs across 59 cell lines. The task is: Regression. Given two drug SMILES strings and cell line genomic features, predict the synergy score measuring deviation from expected non-interaction effect. (1) Drug 1: CNC(=O)C1=CC=CC=C1SC2=CC3=C(C=C2)C(=NN3)C=CC4=CC=CC=N4. Drug 2: CN(C)N=NC1=C(NC=N1)C(=O)N. Cell line: SK-OV-3. Synergy scores: CSS=7.22, Synergy_ZIP=0.181, Synergy_Bliss=0.225, Synergy_Loewe=-1.45, Synergy_HSA=-1.49. (2) Drug 1: C1C(C(OC1N2C=C(C(=O)NC2=O)F)CO)O. Drug 2: CCCCC(=O)OCC(=O)C1(CC(C2=C(C1)C(=C3C(=C2O)C(=O)C4=C(C3=O)C=CC=C4OC)O)OC5CC(C(C(O5)C)O)NC(=O)C(F)(F)F)O. Cell line: SNB-75. Synergy scores: CSS=62.4, Synergy_ZIP=-6.93, Synergy_Bliss=-5.93, Synergy_Loewe=-4.23, Synergy_HSA=-1.88. (3) Drug 1: CN(C)C1=NC(=NC(=N1)N(C)C)N(C)C. Drug 2: COC1=NC(=NC2=C1N=CN2C3C(C(C(O3)CO)O)O)N. Cell line: SW-620. Synergy scores: CSS=-3.56, Synergy_ZIP=0.916, Synergy_Bliss=-3.38, Synergy_Loewe=-7.79, Synergy_HSA=-7.53. (4) Drug 1: C1=CC(=CC=C1CC(C(=O)O)N)N(CCCl)CCCl.Cl. Drug 2: C1=CN(C(=O)N=C1N)C2C(C(C(O2)CO)O)O.Cl. Cell line: SK-MEL-28. Synergy scores: CSS=16.0, Synergy_ZIP=-4.12, Synergy_Bliss=2.59, Synergy_Loewe=-16.8, Synergy_HSA=0.379.